Dataset: Reaction yield outcomes from USPTO patents with 853,638 reactions. Task: Predict the reaction yield, written as a fraction of the theoretical maximum amount of product (1.0 means a 100% yield; for example, 0.34 means a 34% yield). (1) The product is [NH2:1][C:2]1[C:3]([C:16]([OH:18])=[O:17])=[N:4][C:5]([C:8]2[C:13]([F:14])=[CH:12][CH:11]=[CH:10][C:9]=2[F:15])=[CH:6][CH:7]=1. The reactants are [NH2:1][C:2]1[C:3]([C:16]([O:18]C)=[O:17])=[N:4][C:5]([C:8]2[C:13]([F:14])=[CH:12][CH:11]=[CH:10][C:9]=2[F:15])=[CH:6][CH:7]=1.[Li+].[OH-].Cl. The yield is 0.900. The catalyst is C1COCC1. (2) The reactants are C([O:3][C:4](=[O:18])[CH:5]([P:7]([O:15]CC)([C:9]1[CH:14]=[CH:13][CH:12]=[CH:11][CH:10]=1)=[O:8])[OH:6])C. The catalyst is Cl. The product is [OH:6][CH:5]([P:7]([OH:15])([C:9]1[CH:10]=[CH:11][CH:12]=[CH:13][CH:14]=1)=[O:8])[C:4]([OH:18])=[O:3]. The yield is 0.900.